This data is from Catalyst prediction with 721,799 reactions and 888 catalyst types from USPTO. The task is: Predict which catalyst facilitates the given reaction. (1) Reactant: N#N.Cl.[F:4][C:5]1([F:10])[CH2:9][CH2:8][NH:7][CH2:6]1.Br[CH2:12][CH2:13][CH2:14][C:15]#[N:16].C([O-])([O-])=O.[K+].[K+]. Product: [F:4][C:5]1([F:10])[CH2:9][CH2:8][N:7]([CH2:12][CH2:13][CH2:14][CH2:15][NH2:16])[CH2:6]1. The catalyst class is: 23. (2) Reactant: [CH:1]1[C:6]([C@@H:7]([OH:10])CN)=[CH:5]C(O)=C(O)C=1.C(O)(C(O)=O)[CH:14](O)[C:15](O)=[O:16].C(=O)(ON1C(=O)CCC1=O)[O:24]N1C(=O)CCC1=O.CN(C1C=CC=CN=1)C.C(=O)(ON1C(=O)CCC1=O)ON1C(=O)CCC1=O.CN(C1C=CC=CN=1)C. Product: [CH3:1][C:6]([C:7]([O:10][CH2:14][CH2:15][OH:16])=[O:24])=[CH2:5]. The catalyst class is: 9.